This data is from NCI-60 drug combinations with 297,098 pairs across 59 cell lines. The task is: Regression. Given two drug SMILES strings and cell line genomic features, predict the synergy score measuring deviation from expected non-interaction effect. Drug 1: CC12CCC3C(C1CCC2O)C(CC4=C3C=CC(=C4)O)CCCCCCCCCS(=O)CCCC(C(F)(F)F)(F)F. Drug 2: COCCOC1=C(C=C2C(=C1)C(=NC=N2)NC3=CC=CC(=C3)C#C)OCCOC.Cl. Cell line: NCI-H322M. Synergy scores: CSS=21.7, Synergy_ZIP=3.91, Synergy_Bliss=5.55, Synergy_Loewe=-8.18, Synergy_HSA=4.08.